Dataset: Reaction yield outcomes from USPTO patents with 853,638 reactions. Task: Predict the reaction yield, written as a fraction of the theoretical maximum amount of product (1.0 means a 100% yield; for example, 0.34 means a 34% yield). The reactants are [CH2:1]([N:3]1[C:12]2[C:11](=[O:13])[NH:10][CH2:9][C:8]([C:14]3[CH:19]=[CH:18][C:17]([O:20]C)=[CH:16][CH:15]=3)=[N:7][C:6]=2[C:5]([CH:22]([CH3:24])[CH3:23])=[N:4]1)[CH3:2].B(Br)(Br)Br. The catalyst is ClCCl. The product is [CH2:1]([N:3]1[C:12]2[C:11](=[O:13])[NH:10][CH2:9][C:8]([C:14]3[CH:19]=[CH:18][C:17]([OH:20])=[CH:16][CH:15]=3)=[N:7][C:6]=2[C:5]([CH:22]([CH3:23])[CH3:24])=[N:4]1)[CH3:2]. The yield is 0.480.